This data is from PAMPA (Parallel Artificial Membrane Permeability Assay) permeability data from NCATS. The task is: Regression/Classification. Given a drug SMILES string, predict its absorption, distribution, metabolism, or excretion properties. Task type varies by dataset: regression for continuous measurements (e.g., permeability, clearance, half-life) or binary classification for categorical outcomes (e.g., BBB penetration, CYP inhibition). Dataset: pampa_ncats. (1) The molecule is C1=CC=C(C=C1)C2C=C(NC3=NC(=NN23)NS(=O)(=O)C4=CC=CC=C4)C5=CC=C(C=C5)Cl. The result is 0 (low-to-moderate permeability). (2) The compound is C1C(C2=C(NC1=O)N=C(S2)N)C3=C(C(=CC=C3)Cl)Cl. The result is 1 (high permeability).